This data is from Experimentally validated miRNA-target interactions with 360,000+ pairs, plus equal number of negative samples. The task is: Binary Classification. Given a miRNA mature sequence and a target amino acid sequence, predict their likelihood of interaction. (1) The miRNA is hsa-miR-4279 with sequence CUCUCCUCCCGGCUUC. The protein sequence of the target gene is MLKLVGGGGGQDWACSVAGTSLGGEEAAFEVARPGDQGKAGGGSPGWGCAGIPDSAPGAGVLQAGAVGPARGGQGAEEVGESAGGGEERRVRHPQAPALRLLNRKPQGGSGEIKTPENDLQRGRLSRGPRTAPPAPGMGDRSGQQERSVPHSPGAPVGTSAAAVNGLLHNGFHPPPVQPPHVCSRGPVGGSDAAPQRLPLLPELQPQPLLPQHDSPAKKCRLRRRMDSGRKNRPPFPWFGMDIGGTLVKLVYFEPKDITAEEEQEEVENLKSIRKYLTSNTAYGKTGIRDVHLELKNLTM.... Result: 1 (interaction). (2) The miRNA is hsa-miR-330-5p with sequence UCUCUGGGCCUGUGUCUUAGGC. The protein sequence of the target gene is MESGPAVCCQDPRAELVDRVAAINVAHLEEADEGPEPARNGVDPPPRARAASVIPGSASRPTPVRPSLSARKFSLQERPAGSCLGAQVGPYSTGPASHISPRSWRRPTIESHRVAISDTEDCVQLNQYKLQSEIGKGAYGVVRLAYNESEDRHYAMKVLSKKKLLKQYGFPRRPPPRGSQATQGGPAKQLLPLERVYQEIAILKKLDHVNVVKLIEVLDDPAEDNLYLVFDLLRKGPVMEVPCDKPFPEEQARLYLRDIILGLEYLHCQKIVHRDIKPSNLLLGDDGHVKIADFGVSNQF.... Result: 0 (no interaction).